Dataset: Peptide-MHC class I binding affinity with 185,985 pairs from IEDB/IMGT. Task: Regression. Given a peptide amino acid sequence and an MHC pseudo amino acid sequence, predict their binding affinity value. This is MHC class I binding data. (1) The peptide sequence is CMMIEPPKL. The MHC is HLA-A02:01 with pseudo-sequence HLA-A02:01. The binding affinity (normalized) is 0.0641. (2) The peptide sequence is FLIVSLCPT. The MHC is HLA-B53:01 with pseudo-sequence HLA-B53:01. The binding affinity (normalized) is 0.193. (3) The peptide sequence is VGNVYVNF. The MHC is Mamu-B52 with pseudo-sequence Mamu-B52. The binding affinity (normalized) is 1.00.